From a dataset of CYP2C19 inhibition data for predicting drug metabolism from PubChem BioAssay. Regression/Classification. Given a drug SMILES string, predict its absorption, distribution, metabolism, or excretion properties. Task type varies by dataset: regression for continuous measurements (e.g., permeability, clearance, half-life) or binary classification for categorical outcomes (e.g., BBB penetration, CYP inhibition). Dataset: cyp2c19_veith. (1) The compound is CCOC(=O)c1[nH]c2ccc(OC)cc2c1NC(=O)c1ccc2c(c1)OCO2. The result is 1 (inhibitor). (2) The molecule is CCCN1C(=O)C2(/C(=C(\O)c3ccc4c(c3)OCCO4)C(=O)C(=O)N2CCCOC)c2ccccc21. The result is 0 (non-inhibitor). (3) The compound is Nc1nc2ncc(CNc3ccc(C(=O)N[C@@H](CCC(=O)O)C(=O)O)cc3)nc2c(=O)[nH]1. The result is 0 (non-inhibitor). (4) The result is 0 (non-inhibitor). The drug is O=C(c1csnn1)N1CCC2(CCN(Cc3ccccc3)CC2)CC1. (5) The molecule is O=C(Nc1nc2ccccc2n1Cc1ccccc1)c1ccc(COc2ccccc2[N+](=O)[O-])o1. The result is 1 (inhibitor). (6) The compound is CCC/C=C(\CCC)C(NS(=O)(=O)c1ccc(-c2ccccc2)cc1)c1ccc(C(=O)OC)cc1. The result is 1 (inhibitor). (7) The result is 0 (non-inhibitor). The molecule is Cc1ccc(S(=O)(=O)N2CCC(=O)N2)cc1.